From a dataset of Reaction yield outcomes from USPTO patents with 853,638 reactions. Predict the reaction yield, written as a fraction of the theoretical maximum amount of product (1.0 means a 100% yield; for example, 0.34 means a 34% yield). (1) The reactants are S(Cl)(Cl)=O.[C:5]([O:9][C:10]([NH:12][C:13]1[CH:18]=[CH:17][C:16]([CH2:19][CH2:20][CH2:21][C:22]([OH:24])=O)=[CH:15][CH:14]=1)=[O:11])([CH3:8])([CH3:7])[CH3:6].C[N:26](C=O)C. No catalyst specified. The product is [C:5]([O:9][C:10]([NH:12][C:13]1[CH:18]=[CH:17][C:16]([CH2:19][CH2:20][CH2:21][C:22]([NH2:26])=[O:24])=[CH:15][CH:14]=1)=[O:11])([CH3:8])([CH3:7])[CH3:6]. The yield is 0.820. (2) The reactants are [NH2:1][C:2](=[O:18])/[C:3](/[C:16]#[N:17])=[N:4]/OS(C1C=CC(C)=CC=1)(=O)=O.[C:19]([O:23][CH2:24][CH3:25])(=[O:22])[CH2:20][SH:21].N1CCOCC1. The catalyst is C(O)C. The product is [NH2:17][C:16]1[C:3]([C:2](=[O:18])[NH2:1])=[N:4][S:21][C:20]=1[C:19]([O:23][CH2:24][CH3:25])=[O:22]. The yield is 0.950. (3) The reactants are [Cl:1][C:2]1[N:3]=[CH:4][C:5]2[C:11]([CH3:12])=[CH:10][C:9](=[O:13])[N:8]([CH:14]3[CH2:18][CH2:17][CH2:16][CH2:15]3)[C:6]=2[N:7]=1.[Br:19]N1C(=O)CCC1=O.C(O)(=O)C(O)=O.S(=O)(O)[O-].[Na+]. The catalyst is O.C(#N)C. The product is [Br:19][C:10]1[C:9](=[O:13])[N:8]([CH:14]2[CH2:15][CH2:16][CH2:17][CH2:18]2)[C:6]2[N:7]=[C:2]([Cl:1])[N:3]=[CH:4][C:5]=2[C:11]=1[CH3:12]. The yield is 0.870. (4) The reactants are [OH:1][C:2]1[CH:9]=[CH:8][CH:7]=[C:6]([N+:10]([O-:12])=[O:11])[C:3]=1[C:4]#[N:5].[CH2:13](Br)[CH3:14]. No catalyst specified. The product is [N+:10]([C:6]1[CH:7]=[CH:8][CH:9]=[C:2]([O:1][CH2:13][CH3:14])[C:3]=1[C:4]#[N:5])([O-:12])=[O:11]. The yield is 0.500. (5) The reactants are Br[C:2]1[CH:11]=[C:10]2[C:5]([N:6]=[CH:7][C:8]([N:12]3[CH2:17][CH2:16][N:15]([C:18]([O:20][C:21]([CH3:24])([CH3:23])[CH3:22])=[O:19])[CH2:14][C:13]3=[O:25])=[N:9]2)=[CH:4][CH:3]=1.CC1(C)C(C)(C)OB([C:34]2[CH:35]=[C:36]([NH:40][S:41]([C:44]3[CH:49]=[CH:48][CH:47]=[CH:46][CH:45]=3)(=[O:43])=[O:42])[CH:37]=[N:38][CH:39]=2)O1.C(=O)(O)[O-].[Na+]. The catalyst is O1CCOCC1. The product is [O:25]=[C:13]1[N:12]([C:8]2[CH:7]=[N:6][C:5]3[C:10](=[CH:11][C:2]([C:34]4[CH:39]=[N:38][CH:37]=[C:36]([NH:40][S:41]([C:44]5[CH:45]=[CH:46][CH:47]=[CH:48][CH:49]=5)(=[O:43])=[O:42])[CH:35]=4)=[CH:3][CH:4]=3)[N:9]=2)[CH2:17][CH2:16][N:15]([C:18]([O:20][C:21]([CH3:24])([CH3:23])[CH3:22])=[O:19])[CH2:14]1. The yield is 0.220. (6) The reactants are [F:1][C:2]([F:26])([F:25])[O:3][C:4]1[CH:9]=[CH:8][C:7]([N:10]2[CH:14]=[N:13][C:12]([C:15]3[CH:24]=[CH:23][C:18]([C:19]([O:21]C)=[O:20])=[CH:17][CH:16]=3)=[N:11]2)=[CH:6][CH:5]=1.[Li+].[OH-]. The product is [F:26][C:2]([F:1])([F:25])[O:3][C:4]1[CH:5]=[CH:6][C:7]([N:10]2[CH:14]=[N:13][C:12]([C:15]3[CH:24]=[CH:23][C:18]([C:19]([OH:21])=[O:20])=[CH:17][CH:16]=3)=[N:11]2)=[CH:8][CH:9]=1. The yield is 0.910. The catalyst is C1COCC1.O.C(Cl)Cl. (7) The yield is 0.600. The reactants are Cl[CH:2]([CH:8]=O)[C:3]([O:5][CH2:6][CH3:7])=[O:4].[S:10]([N:20]1[C:28]2[C:23](=[N:24][C:25]([NH2:29])=[CH:26][N:27]=2)[CH:22]=[CH:21]1)([C:13]1[CH:19]=[CH:18][C:16]([CH3:17])=[CH:15][CH:14]=1)(=[O:12])=[O:11].C(O)CCC. The product is [S:10]([N:20]1[C:28]2[N:27]=[CH:26][C:25]3[N:24]([C:2]([C:3]([O:5][CH2:6][CH3:7])=[O:4])=[CH:8][N:29]=3)[C:23]=2[CH:22]=[CH:21]1)([C:13]1[CH:14]=[CH:15][C:16]([CH3:17])=[CH:18][CH:19]=1)(=[O:11])=[O:12]. The catalyst is O1CCOCC1. (8) The reactants are [F:1][C:2]1[C:3](B2OC(C)(C)C(C)(C)O2)=[CH:4][CH:5]=[C:6]2[C:10]=1[N:9]([Si](C(C)C)(C(C)C)C(C)C)[CH:8]=[CH:7]2.[NH2:30][C:31]1[C:36]([F:37])=[C:35](Cl)[N:34]=[C:33]([C:39]([O:41][CH3:42])=[O:40])[C:32]=1[Cl:43].[F-].[Cs+].[Na+].[Cl-]. The catalyst is Cl[Pd](Cl)([P](C1C=CC=CC=1)(C1C=CC=CC=1)C1C=CC=CC=1)[P](C1C=CC=CC=1)(C1C=CC=CC=1)C1C=CC=CC=1.C(OCC)(=O)C.C(#N)C.O. The product is [NH2:30][C:31]1[C:36]([F:37])=[C:35]([C:3]2[C:2]([F:1])=[C:10]3[C:6]([CH:7]=[CH:8][NH:9]3)=[CH:5][CH:4]=2)[N:34]=[C:33]([C:39]([O:41][CH3:42])=[O:40])[C:32]=1[Cl:43]. The yield is 0.520. (9) The catalyst is CO.O. The yield is 0.650. The product is [CH2:1]([N:3]1[C:7]2=[N:8][C:9]([CH2:33][CH3:34])=[C:10]([CH2:19][NH:20][C:21]([C:23]3[CH:24]=[C:25]([CH:30]=[CH:31][CH:32]=3)[C:26]([OH:28])=[O:27])=[O:22])[C:11]([NH:12][CH:13]3[CH2:18][CH2:17][O:16][CH2:15][CH2:14]3)=[C:6]2[CH:5]=[N:4]1)[CH3:2]. The reactants are [CH2:1]([N:3]1[C:7]2=[N:8][C:9]([CH2:33][CH3:34])=[C:10]([CH2:19][NH:20][C:21]([C:23]3[CH:24]=[C:25]([CH:30]=[CH:31][CH:32]=3)[C:26]([O:28]C)=[O:27])=[O:22])[C:11]([NH:12][CH:13]3[CH2:18][CH2:17][O:16][CH2:15][CH2:14]3)=[C:6]2[CH:5]=[N:4]1)[CH3:2].[Li+].[OH-]. (10) The reactants are [CH2:1]([O:3][C:4]([C:6]1[C:7]([CH3:20])=[C:8]([C:13]([O:15][C:16]([CH3:19])([CH3:18])[CH3:17])=[O:14])[NH:9][C:10]=1[CH:11]=O)=[O:5])[CH3:2].[CH2:21]([O:23][C:24]([CH:26]=P(C1C=CC=CC=1)(C1C=CC=CC=1)C1C=CC=CC=1)=[O:25])[CH3:22]. The catalyst is O1CCCC1.CCCCCC.C(OCC)(=O)C. The product is [CH2:1]([O:3][C:4]([C:6]1[C:7]([CH3:20])=[C:8]([C:13]([O:15][C:16]([CH3:19])([CH3:18])[CH3:17])=[O:14])[NH:9][C:10]=1[CH:11]=[CH:26][C:24]([O:23][CH2:21][CH3:22])=[O:25])=[O:5])[CH3:2]. The yield is 0.840.